This data is from Forward reaction prediction with 1.9M reactions from USPTO patents (1976-2016). The task is: Predict the product of the given reaction. (1) The product is: [F:23][C:24]([F:29])([F:28])[C:25]([OH:27])=[O:26].[NH2:10][CH2:9][C:8]1[CH:18]=[CH:19][C:20]([F:22])=[CH:21][C:7]=1[P:3](=[O:4])([O:5][CH3:6])[O:2][CH3:1]. Given the reactants [CH3:1][O:2][P:3]([C:7]1[CH:21]=[C:20]([F:22])[CH:19]=[CH:18][C:8]=1[CH2:9][NH:10]C(=O)OC(C)(C)C)([O:5][CH3:6])=[O:4].[F:23][C:24]([F:29])([F:28])[C:25]([OH:27])=[O:26], predict the reaction product. (2) Given the reactants [H-].[Al+3].[Li+].[H-].[H-].[H-].[CH3:7][C:8]1[O:12][C:11]([C:13]2[CH:18]=[CH:17][CH:16]=[CH:15][CH:14]=2)=[N:10][C:9]=1[CH2:19][CH2:20][O:21][C:22]1[CH:27]=[CH:26][C:25]([CH3:28])=[CH:24][CH:23]=1.C1C[O:32]CC1, predict the reaction product. The product is: [CH3:7][C:8]1[O:12][C:11]([C:13]2[CH:14]=[CH:15][CH:16]=[CH:17][CH:18]=2)=[N:10][C:9]=1[CH2:19][CH2:20][O:21][C:22]1[CH:23]=[CH:24][C:25]([CH2:28][OH:32])=[CH:26][CH:27]=1. (3) Given the reactants [F:1][C:2]1[CH:7]=[CH:6][CH:5]=[CH:4][C:3]=1[N:8]1[C:12]([C:13]2[CH:18]=[CH:17][C:16]([N+:19]([O-:21])=O)=[CH:15][CH:14]=2)=[CH:11][CH:10]=[N:9]1.[Br:22][C:23]1[CH:28]=[CH:27][C:26]([CH2:29]C#N)=[CH:25][CH:24]=1, predict the reaction product. The product is: [Br:22][C:23]1[CH:28]=[CH:27][C:26]([C:29]2[O:21][N:19]=[C:16]3[CH:15]=[CH:14][C:13]([C:12]4[N:8]([C:3]5[CH:4]=[CH:5][CH:6]=[CH:7][C:2]=5[F:1])[N:9]=[CH:10][CH:11]=4)=[CH:18][C:17]=23)=[CH:25][CH:24]=1. (4) Given the reactants Br[C:2]1[CH:7]=[C:6]([C@@H:8]([NH:12][C:13]([C:15]2[C:16]3[CH:23]=[N:22][N:21]([C:24]4[CH:29]=[CH:28][C:27]([F:30])=[CH:26][CH:25]=4)[C:17]=3[CH:18]=[N:19][CH:20]=2)=[O:14])[CH2:9][C:10]#[N:11])[CH:5]=[CH:4][N:3]=1.[CH3:31][S:32]([O-:34])=[O:33].[Na+].CNCCNC.[Cl-].[NH4+], predict the reaction product. The product is: [C:10]([CH2:9][C@H:8]([NH:12][C:13]([C:15]1[C:16]2[CH:23]=[N:22][N:21]([C:24]3[CH:29]=[CH:28][C:27]([F:30])=[CH:26][CH:25]=3)[C:17]=2[CH:18]=[N:19][CH:20]=1)=[O:14])[C:6]1[CH:5]=[CH:4][N:3]=[C:2]([S:32]([CH3:31])(=[O:34])=[O:33])[CH:7]=1)#[N:11]. (5) The product is: [Br:16][CH:6]1[CH:5]2[O:9][C:8](=[O:10])[CH:3]3[CH2:2][CH:1]1[CH2:7][CH:4]23. Given the reactants [CH:1]12[CH2:7][CH:4]([CH:5]=[CH:6]1)[CH:3]([C:8]([OH:10])=[O:9])[CH2:2]2.C([O-])(O)=O.[Na+].[Br:16]Br, predict the reaction product.